From a dataset of Reaction yield outcomes from USPTO patents with 853,638 reactions. Predict the reaction yield, written as a fraction of the theoretical maximum amount of product (1.0 means a 100% yield; for example, 0.34 means a 34% yield). (1) The reactants are [S:1]1[CH:5]=[CH:4][N:3]=[C:2]1[CH:6]1[CH2:11][CH2:10][C:9](=O)[CH2:8][CH2:7]1.[O:13]=[C:14]([NH:29][CH2:30][C:31](=O)[NH:32][C@@H:33]1[CH2:37]CNC1)[CH2:15][NH:16][C:17](=[O:28])[C:18]1[CH:23]=[CH:22][CH:21]=[C:20]([C:24]([F:27])([F:26])[F:25])[CH:19]=1.[BH-](OC(C)=O)(OC(C)=O)OC(C)=O.[Na+]. The catalyst is CC(O)=O.C(Cl)Cl.CCOC(C)=O. The product is [O:13]=[C:14]([NH:29][C@@H:30]1[CH2:37][CH2:33][N:32]([CH:9]2[CH2:10][CH2:11][CH:6]([C:2]3[S:1][CH:5]=[CH:4][N:3]=3)[CH2:7][CH2:8]2)[CH2:31]1)[CH2:15][NH:16][C:17](=[O:28])[C:18]1[CH:23]=[CH:22][CH:21]=[C:20]([C:24]([F:27])([F:26])[F:25])[CH:19]=1. The yield is 0.850. (2) The reactants are [OH:1][CH2:2][C:3]1[CH:10]=[C:9]([CH3:11])[C:6]([C:7]#[N:8])=[C:5]([O:12][CH3:13])[N:4]=1. The catalyst is CC(O)=O.C(O)C.[Ni]. The product is [NH2:8][CH2:7][C:6]1[C:9]([CH3:11])=[CH:10][C:3]([CH2:2][OH:1])=[N:4][C:5]=1[O:12][CH3:13]. The yield is 0.587. (3) The reactants are [C:1]([O:5][C:6](=[O:44])[NH:7][C:8]([N:17]1[CH2:22][CH2:21][CH:20]([O:23][NH:24][C:25]([C@@H:27]2[CH2:33][CH2:32][C@@H:31]3[CH2:34][N:28]2[C:29](=[O:43])[N:30]3[O:35]CC2C=CC=CC=2)=[O:26])[CH2:19][CH2:18]1)=[N:9][C:10](=[O:16])[O:11][C:12]([CH3:15])([CH3:14])[CH3:13])([CH3:4])([CH3:3])[CH3:2]. The catalyst is CO.[Pd]. The product is [C:12]([O:11][C:10](=[O:16])[NH:9][C:8]([N:17]1[CH2:18][CH2:19][CH:20]([O:23][NH:24][C:25]([C@@H:27]2[CH2:33][CH2:32][C@@H:31]3[CH2:34][N:28]2[C:29](=[O:43])[N:30]3[OH:35])=[O:26])[CH2:21][CH2:22]1)=[N:7][C:6](=[O:44])[O:5][C:1]([CH3:4])([CH3:3])[CH3:2])([CH3:13])([CH3:14])[CH3:15]. The yield is 0.980.